This data is from Reaction yield outcomes from USPTO patents with 853,638 reactions. The task is: Predict the reaction yield, written as a fraction of the theoretical maximum amount of product (1.0 means a 100% yield; for example, 0.34 means a 34% yield). (1) The reactants are [CH2:1]([N:3]1[C:11]2[C:6](=[CH:7][CH:8]=[C:9]([C:12]3[NH:13][C:14]4[N:15]([N:19]=[CH:20][C:21]=4[C:22]#[N:23])[C:16](=[O:18])[CH:17]=3)[CH:10]=2)[CH:5]=[N:4]1)[CH3:2].S(=O)(=O)(O)[OH:25]. No catalyst specified. The product is [CH2:1]([N:3]1[C:11]2[C:6](=[CH:7][CH:8]=[C:9]([C:12]3[NH:13][C:14]4[N:15]([N:19]=[CH:20][C:21]=4[C:22]([NH2:23])=[O:25])[C:16](=[O:18])[CH:17]=3)[CH:10]=2)[CH:5]=[N:4]1)[CH3:2]. The yield is 0.760. (2) The reactants are [F:1][CH2:2][CH2:3][N:4]1[CH2:9][CH2:8][N:7](C(OC(C)(C)C)=O)[CH2:6][CH2:5]1.C([O-])([O-])=O.[K+].[K+]. The catalyst is CO.Cl. The product is [F:1][CH2:2][CH2:3][N:4]1[CH2:9][CH2:8][NH:7][CH2:6][CH2:5]1. The yield is 0.730. (3) The reactants are C1COCC1.C[O:7][C:8](=[O:31])[C:9]1[CH:14]=[CH:13][C:12]([C:15](=[C:23]2[CH2:28][CH2:27][C:26]([CH3:30])([CH3:29])[CH2:25][CH2:24]2)[C:16]2[CH:21]=[CH:20][C:19]([OH:22])=[CH:18][CH:17]=2)=[CH:11][CH:10]=1.[OH-].[Na+]. The catalyst is C(O)C. The product is [CH3:29][C:26]1([CH3:30])[CH2:25][CH2:24][C:23](=[C:15]([C:16]2[CH:21]=[CH:20][C:19]([OH:22])=[CH:18][CH:17]=2)[C:12]2[CH:13]=[CH:14][C:9]([C:8]([OH:31])=[O:7])=[CH:10][CH:11]=2)[CH2:28][CH2:27]1. The yield is 0.850. (4) The yield is 0.470. The product is [CH2:1]([N:3]([CH:24]1[CH2:25][CH2:26][O:27][CH2:28][CH2:29]1)[C:4]1[C:5]([CH3:23])=[C:6]([CH:11]=[C:12]([C:31]2[CH:36]=[N:35][C:34]([O:37][CH:38]3[CH2:41][N:40]([CH3:42])[CH2:39]3)=[CH:33][CH:32]=2)[CH:13]=1)[C:7]([O:9][CH3:10])=[O:8])[CH3:2]. The reactants are [CH2:1]([N:3]([CH:24]1[CH2:29][CH2:28][O:27][CH2:26][CH2:25]1)[C:4]1[C:5]([CH3:23])=[C:6]([CH:11]=[C:12](B2OC(C)(C)C(C)(C)O2)[CH:13]=1)[C:7]([O:9][CH3:10])=[O:8])[CH3:2].Br[C:31]1[CH:32]=[CH:33][C:34]([O:37][CH:38]2[CH2:41][N:40]([CH3:42])[CH2:39]2)=[N:35][CH:36]=1.C(=O)([O-])[O-].[Na+].[Na+].C(OCC)(=O)C. The catalyst is O1CCOCC1.O.C1C=CC([P]([Pd]([P](C2C=CC=CC=2)(C2C=CC=CC=2)C2C=CC=CC=2)([P](C2C=CC=CC=2)(C2C=CC=CC=2)C2C=CC=CC=2)[P](C2C=CC=CC=2)(C2C=CC=CC=2)C2C=CC=CC=2)(C2C=CC=CC=2)C2C=CC=CC=2)=CC=1. (5) The reactants are Br[C:2]1[C:10]2[CH:9]=[C:8]([CH2:11][CH2:12][CH2:13][CH2:14][N:15]3[CH:19]=[C:18]([C:20]([O:22][CH3:23])=[O:21])[N:17]=[N:16]3)[N:7]=[N:6][C:5]=2[N:4]([S:24]([C:27]2[CH:32]=[CH:31][CH:30]=[CH:29][CH:28]=2)(=[O:26])=[O:25])[CH:3]=1.[C:33]1(B(O)O)[CH:38]=[CH:37][CH:36]=[CH:35][CH:34]=1.C([O-])([O-])=O.[Na+].[Na+]. The catalyst is COCCOC.C1C=CC(P(C2C=CC=CC=2)[C-]2C=CC=C2)=CC=1.C1C=CC(P(C2C=CC=CC=2)[C-]2C=CC=C2)=CC=1.Cl[Pd]Cl.[Fe+2].C(Cl)Cl. The product is [C:33]1([C:2]2[C:10]3[CH:9]=[C:8]([CH2:11][CH2:12][CH2:13][CH2:14][N:15]4[CH:19]=[C:18]([C:20]([O:22][CH3:23])=[O:21])[N:17]=[N:16]4)[N:7]=[N:6][C:5]=3[N:4]([S:24]([C:27]3[CH:32]=[CH:31][CH:30]=[CH:29][CH:28]=3)(=[O:26])=[O:25])[CH:3]=2)[CH:38]=[CH:37][CH:36]=[CH:35][CH:34]=1. The yield is 0.720. (6) The reactants are Br[C:2]1[C:3]([C:36](=[O:46])[N:37]([CH2:42][CH2:43][CH2:44][CH3:45])[CH2:38][CH2:39][CH2:40][CH3:41])=[N:4][N:5]([C:8]2[CH:23]=[CH:22][C:11]([C:12]([O:14][CH2:15][C:16]3[CH:21]=[CH:20][CH:19]=[CH:18][CH:17]=3)=[O:13])=[CH:10][C:9]=2[C:24]([N:26]2[CH2:35][CH2:34][C:33]3[C:28](=[CH:29][CH:30]=[CH:31][CH:32]=3)[CH2:27]2)=[O:25])[C:6]=1[CH3:7].[C:47]([O:51][C:52]([CH3:55])([CH3:54])[CH3:53])(=[O:50])[CH:48]=[CH2:49]. The catalyst is CN(C=O)C.CCN(CC)CC.Cl[Pd](Cl)([P](C1C=CC=CC=1)(C1C=CC=CC=1)C1C=CC=CC=1)[P](C1C=CC=CC=1)(C1C=CC=CC=1)C1C=CC=CC=1. The product is [C:52]([O:51][C:47](=[O:50])/[CH:48]=[CH:49]/[C:2]1[C:3]([C:36](=[O:46])[N:37]([CH2:38][CH2:39][CH2:40][CH3:41])[CH2:42][CH2:43][CH2:44][CH3:45])=[N:4][N:5]([C:8]2[CH:23]=[CH:22][C:11]([C:12]([O:14][CH2:15][C:16]3[CH:17]=[CH:18][CH:19]=[CH:20][CH:21]=3)=[O:13])=[CH:10][C:9]=2[C:24]([N:26]2[CH2:35][CH2:34][C:33]3[C:28](=[CH:29][CH:30]=[CH:31][CH:32]=3)[CH2:27]2)=[O:25])[C:6]=1[CH3:7])([CH3:55])([CH3:54])[CH3:53]. The yield is 0.500. (7) The reactants are [CH3:1][O:2][C:3]1[C:12]2[CH2:11][C@@H:10]([N:13]([CH3:20])[C:14](=[O:19])[C:15]([F:18])([F:17])[F:16])[CH2:9][CH2:8][C:7]=2[C:6]([S:21](Cl)(=[O:23])=[O:22])=[CH:5][CH:4]=1.[CH3:25][NH:26][C:27]1[CH:32]=[CH:31][C:30]([Cl:33])=[CH:29][CH:28]=1.N1C=CC=CC=1. The catalyst is ClCCl. The product is [Cl:33][C:30]1[CH:31]=[CH:32][C:27]([N:26]([CH3:25])[S:21]([C:6]2[CH:5]=[CH:4][C:3]([O:2][CH3:1])=[C:12]3[C:7]=2[CH2:8][CH2:9][C@H:10]([N:13]([CH3:20])[C:14](=[O:19])[C:15]([F:18])([F:17])[F:16])[CH2:11]3)(=[O:23])=[O:22])=[CH:28][CH:29]=1. The yield is 0.990. (8) The reactants are [CH3:1][C:2]1[CH:3]=[C:4]([CH2:19]O)[CH:5]=[C:6]([O:8][C:9]2[CH:14]=[CH:13][C:12]([C:15]([F:18])([F:17])[F:16])=[CH:11][N:10]=2)[CH:7]=1.S(Cl)([Cl:23])=O. The catalyst is C(Cl)Cl. The product is [Cl:23][CH2:19][C:4]1[CH:5]=[C:6]([CH:7]=[C:2]([CH3:1])[CH:3]=1)[O:8][C:9]1[CH:14]=[CH:13][C:12]([C:15]([F:18])([F:17])[F:16])=[CH:11][N:10]=1. The yield is 0.870. (9) The reactants are P(Cl)(Cl)(Cl)(Cl)[Cl:2].[CH3:7][C:8]([CH3:16])([C:13](=O)[CH3:14])[C:9]([O:11][CH3:12])=[O:10]. The yield is 0.230. The product is [Cl:2][C:13](=[CH2:14])[C:8]([CH3:16])([CH3:7])[C:9]([O:11][CH3:12])=[O:10]. The catalyst is C(Cl)Cl.CN(C=O)C.